From a dataset of Blood-brain barrier permeability classification from the B3DB database. Regression/Classification. Given a drug SMILES string, predict its absorption, distribution, metabolism, or excretion properties. Task type varies by dataset: regression for continuous measurements (e.g., permeability, clearance, half-life) or binary classification for categorical outcomes (e.g., BBB penetration, CYP inhibition). Dataset: b3db_classification. (1) The compound is CC(C)COCC(CN(Cc1ccccc1)c1ccccc1)N1CCCC1. The result is 0 (does not penetrate BBB). (2) The drug is C[C@]12C[C@@H](O)[C@H]3[C@@H](CCC4=CC(=O)CC[C@@]43C)[C@@H]1CC[C@@H]2C(=O)CO. The result is 1 (penetrates BBB).